Dataset: Reaction yield outcomes from USPTO patents with 853,638 reactions. Task: Predict the reaction yield, written as a fraction of the theoretical maximum amount of product (1.0 means a 100% yield; for example, 0.34 means a 34% yield). (1) The reactants are [CH3:1][CH:2]([CH3:6])[C:3](=[O:5])[CH3:4].C(O[CH:10](OCC)[N:11]([CH3:13])[CH3:12])C. No catalyst specified. The product is [CH3:10][N:11]([CH3:13])[CH:12]=[CH:4][C:3](=[O:5])[CH:2]([CH3:6])[CH3:1]. The yield is 0.800. (2) The reactants are [OH:1]/[N:2]=[C:3](/[C:6]1[CH:11]=[CH:10][CH:9]=[CH:8][CH:7]=1)\[C:4]#[N:5].[Br:12][C:13]1[S:14][CH:15]=[C:16]([CH2:18]Br)[N:17]=1.[I-].[K+].C(=O)([O-])[O-].[Cs+].[Cs+]. The catalyst is CN(C=O)C.C(#N)C. The product is [Br:12][C:13]1[S:14][CH:15]=[C:16]([CH2:18][O:1]/[N:2]=[C:3](/[C:6]2[CH:11]=[CH:10][CH:9]=[CH:8][CH:7]=2)\[C:4]#[N:5])[N:17]=1. The yield is 0.880. (3) The reactants are [Br:1][C:2]1[C:7]([O:8][C:9]2[CH:10]=[C:11]([CH:14]=[C:15]([Cl:17])[CH:16]=2)[C:12]#[N:13])=[C:6]([F:18])[C:5]([CH3:19])=[CH:4][CH:3]=1.C1C(=O)N([Br:27])C(=O)C1.CCOC(C)=O.CCCCCC. The catalyst is C(Cl)(Cl)(Cl)Cl. The product is [Br:1][C:2]1[C:7]([O:8][C:9]2[CH:10]=[C:11]([CH:14]=[C:15]([Cl:17])[CH:16]=2)[C:12]#[N:13])=[C:6]([F:18])[C:5]([CH2:19][Br:27])=[CH:4][CH:3]=1. The yield is 0.323. (4) The reactants are CN(C)[CH:3]=[O:4].P(Cl)(Cl)(Cl)=O.[CH2:11]([O:13][C:14]([C:16]1[N:17]([CH2:31][CH3:32])[CH:18]=[C:19]([C:24]2[CH:29]=[CH:28][C:27]([F:30])=[CH:26][CH:25]=2)[C:20]=1[CH:21]([CH3:23])[CH3:22])=[O:15])[CH3:12]. The catalyst is ClCCCl. The product is [CH2:11]([O:13][C:14]([C:16]1[N:17]([CH2:31][CH3:32])[C:18]([CH:3]=[O:4])=[C:19]([C:24]2[CH:25]=[CH:26][C:27]([F:30])=[CH:28][CH:29]=2)[C:20]=1[CH:21]([CH3:23])[CH3:22])=[O:15])[CH3:12]. The yield is 0.970. (5) The reactants are [CH3:1][N:2]1[C:6]2[CH:7]=[C:8]([C:11](Cl)=[O:12])[CH:9]=[CH:10][C:5]=2[O:4][C:3]1=[O:14].[Br:15][C:16]1[CH:21]=[CH:20][C:19]([CH2:22]Br)=[C:18]([C:24]([F:27])([F:26])[F:25])[CH:17]=1.C([O-])(O)=O.[Na+]. The catalyst is COCCOC.[Zn]. The product is [Br:15][C:16]1[CH:21]=[CH:20][C:19]([CH2:22][C:11]([C:8]2[CH:9]=[CH:10][C:5]3[O:4][C:3](=[O:14])[N:2]([CH3:1])[C:6]=3[CH:7]=2)=[O:12])=[C:18]([C:24]([F:25])([F:26])[F:27])[CH:17]=1. The yield is 0.470. (6) The reactants are [C:1]([O:5][C:6]([NH:8][C@H:9]([C:14]1[NH:15][C:16]([C:19]2[CH:24]=[CH:23][C:22]([C:25]3[CH:30]=[CH:29][C:28]([C:31]4[NH:35][C:34]([C@@H:36]5[CH2:40][CH2:39][CH2:38][N:37]5C(OCC5C=CC=CC=5)=O)=[N:33][CH:32]=4)=[CH:27][CH:26]=3)=[CH:21][CH:20]=2)=[CH:17][N:18]=1)[C:10]([CH3:13])([CH3:12])[CH3:11])=[O:7])([CH3:4])([CH3:3])[CH3:2].C([O-])([O-])=O.[K+].[K+]. The catalyst is CO.[Pd]. The product is [CH3:11][C:10]([CH3:13])([CH3:12])[C@H:9]([NH:8][C:6](=[O:7])[O:5][C:1]([CH3:4])([CH3:3])[CH3:2])[C:14]1[NH:15][C:16]([C:19]2[CH:24]=[CH:23][C:22]([C:25]3[CH:26]=[CH:27][C:28]([C:31]4[NH:35][C:34]([C@@H:36]5[CH2:40][CH2:39][CH2:38][NH:37]5)=[N:33][CH:32]=4)=[CH:29][CH:30]=3)=[CH:21][CH:20]=2)=[CH:17][N:18]=1. The yield is 0.950. (7) The reactants are [Cl:1][C:2]1[N:7]=[C:6]([C:8]2[S:12][C:11]([CH:13]([CH3:15])[CH3:14])=[N:10][C:9]=2[C:16]2[CH:17]=[C:18]([NH:22][S:23]([C:26]3[C:31](F)=[CH:30][CH:29]=CC=3F)(=[O:25])=[O:24])[CH:19]=[CH:20][CH:21]=2)[CH:5]=[CH:4][N:3]=1.ClC1N=C(C2[S:45]C(C(C)C)=NC=2C2C=C(C=CC=2)N)C=CN=1.S1C=CC=C1S(Cl)(=O)=O. No catalyst specified. The product is [Cl:1][C:2]1[N:7]=[C:6]([C:8]2[S:12][C:11]([CH:13]([CH3:14])[CH3:15])=[N:10][C:9]=2[C:16]2[CH:17]=[C:18]([NH:22][S:23]([C:26]3[S:45][CH:29]=[CH:30][CH:31]=3)(=[O:25])=[O:24])[CH:19]=[CH:20][CH:21]=2)[CH:5]=[CH:4][N:3]=1. The yield is 0.878. (8) The reactants are [CH3:1][C:2]1[CH:7]=[CH:6][N:5]=[CH:4][C:3]=1[N:8]1[CH2:12][CH2:11][NH:10][C:9]1=[O:13].Br[C:15]1[S:23][C:22]2[CH:21]=[CH:20][N:19]=[C:18]([O:24][CH3:25])[C:17]=2[CH:16]=1.N[C@@H]1CCCC[C@H]1N.P([O-])([O-])([O-])=O.[K+].[K+].[K+]. The catalyst is [Cu](I)I.O1CCOCC1. The product is [CH3:25][O:24][C:18]1[C:17]2[CH:16]=[C:15]([N:10]3[CH2:11][CH2:12][N:8]([C:3]4[CH:4]=[N:5][CH:6]=[CH:7][C:2]=4[CH3:1])[C:9]3=[O:13])[S:23][C:22]=2[CH:21]=[CH:20][N:19]=1. The yield is 0.400.